Dataset: Catalyst prediction with 721,799 reactions and 888 catalyst types from USPTO. Task: Predict which catalyst facilitates the given reaction. (1) Reactant: [NH2:1][C:2]1[N:7]=[CH:6][N:5]=[C:4]2[N:8]([C@H:30]3[CH2:35][CH2:34][C@H:33]([N:36]4[CH2:41][CH2:40][N:39]([CH3:42])[CH2:38][CH2:37]4)[CH2:32][CH2:31]3)[N:9]=[C:10]([C:11]3[CH:16]=[CH:15][C:14]([NH:17][C:18](=[O:27])[CH2:19][CH2:20][C:21]4[CH:26]=[CH:25][CH:24]=[CH:23][CH:22]=4)=[C:13]([O:28][CH3:29])[CH:12]=3)[C:3]=12.[C:43]([OH:50])(=[O:49])/[CH:44]=[CH:45]\[C:46]([OH:48])=[O:47]. Product: [C:43]([OH:50])(=[O:49])/[CH:44]=[CH:45]\[C:46]([OH:48])=[O:47].[C:43]([OH:50])(=[O:49])/[CH:44]=[CH:45]\[C:46]([OH:48])=[O:47].[C:43]([OH:50])(=[O:49])/[CH:44]=[CH:45]\[C:46]([OH:48])=[O:47].[NH2:1][C:2]1[N:7]=[CH:6][N:5]=[C:4]2[N:8]([C@H:30]3[CH2:31][CH2:32][C@H:33]([N:36]4[CH2:37][CH2:38][N:39]([CH3:42])[CH2:40][CH2:41]4)[CH2:34][CH2:35]3)[N:9]=[C:10]([C:11]3[CH:16]=[CH:15][C:14]([NH:17][C:18](=[O:27])[CH2:19][CH2:20][C:21]4[CH:22]=[CH:23][CH:24]=[CH:25][CH:26]=4)=[C:13]([O:28][CH3:29])[CH:12]=3)[C:3]=12. The catalyst class is: 13. (2) Reactant: Br[C:2]1[N:6]2[C:7]3[C:12]([N:13]=[C:14]([CH3:15])[C:5]2=[C:4]([CH3:17])[N:3]=1)=[CH:11][CH:10]=[C:9]([F:16])[CH:8]=3.[F:18][C:19]1[CH:24]=[C:23]([F:25])[CH:22]=[CH:21][C:20]=1B(O)O.C([O-])([O-])=O.[K+].[K+]. Product: [F:18][C:19]1[CH:24]=[C:23]([F:25])[CH:22]=[CH:21][C:20]=1[C:2]1[N:6]2[C:7]3[C:12]([N:13]=[C:14]([CH3:15])[C:5]2=[C:4]([CH3:17])[N:3]=1)=[CH:11][CH:10]=[C:9]([F:16])[CH:8]=3. The catalyst class is: 73.